From a dataset of Catalyst prediction with 721,799 reactions and 888 catalyst types from USPTO. Predict which catalyst facilitates the given reaction. (1) Reactant: [CH3:1][C:2]1([CH3:10])[O:6][CH:5]([CH2:7][CH2:8][OH:9])[CH2:4][O:3]1.[CH:11]1[C:20]2[C:15](=[CH:16][CH:17]=[CH:18][CH:19]=2)[CH:14]=[CH:13][C:12]=1[S:21](Cl)(=[O:23])=[O:22]. Product: [CH3:1][C:2]1([CH3:10])[O:6][CH:5]([CH2:7][CH2:8][O:9][S:21]([C:12]2[CH:13]=[CH:14][C:15]3[C:20](=[CH:19][CH:18]=[CH:17][CH:16]=3)[CH:11]=2)(=[O:23])=[O:22])[CH2:4][O:3]1. The catalyst class is: 17. (2) The catalyst class is: 7. Reactant: [C:1]([O:5][C:6]([N:8]1[CH2:13][CH2:12][C:11]([F:17])([C:14](O)=[O:15])[CH2:10][CH2:9]1)=[O:7])([CH3:4])([CH3:3])[CH3:2].[Cl-].[NH4+]. Product: [F:17][C:11]1([CH2:14][OH:15])[CH2:10][CH2:9][N:8]([C:6]([O:5][C:1]([CH3:2])([CH3:3])[CH3:4])=[O:7])[CH2:13][CH2:12]1. (3) The catalyst class is: 48. Reactant: [Cl:1]/[CH:2]=[CH:3]\Cl.[C:5]([Si:9]([CH3:20])([CH3:19])[O:10][CH2:11][CH2:12][CH2:13][CH2:14][CH2:15][CH2:16]C=C)([CH3:8])([CH3:7])[CH3:6]. Product: [C:5]([Si:9]([O:10][CH2:11][CH2:12][CH2:13][CH2:14][CH2:15][CH2:16]/[CH:3]=[CH:2]\[Cl:1])([CH3:19])[CH3:20])([CH3:7])([CH3:8])[CH3:6]. (4) Reactant: [CH2:1]([O:8][C:9]1[C:10]([CH3:18])=[C:11]([CH:15]=[CH:16][CH:17]=1)[C:12](O)=[O:13])[C:2]1[CH:7]=[CH:6][CH:5]=[CH:4][CH:3]=1.[H-].[Al+3].[Li+].[H-].[H-].[H-].O.O.O.O.O.O.O.O.O.O.S([O-])([O-])(=O)=O.[Na+].[Na+]. Product: [CH2:1]([O:8][C:9]1[C:10]([CH3:18])=[C:11]([CH2:12][OH:13])[CH:15]=[CH:16][CH:17]=1)[C:2]1[CH:3]=[CH:4][CH:5]=[CH:6][CH:7]=1. The catalyst class is: 7. (5) Reactant: [F:1][C:2]([F:15])([F:14])[S:3]([O:6]S(C(F)(F)F)(=O)=O)(=[O:5])=[O:4].O[C:17]1[C:27]2[CH2:26][CH2:25][N:24]([C:28]([O:30][C:31]([CH3:34])([CH3:33])[CH3:32])=[O:29])[CH2:23][CH2:22][C:21]=2[CH:20]=[CH:19][CH:18]=1. Product: [F:1][C:2]([F:15])([F:14])[S:3]([O:6][C:20]1[C:21]2[CH2:22][CH2:23][N:24]([C:28]([O:30][C:31]([CH3:34])([CH3:33])[CH3:32])=[O:29])[CH2:25][CH2:26][C:27]=2[CH:17]=[CH:18][CH:19]=1)(=[O:5])=[O:4]. The catalyst class is: 17. (6) Reactant: [I-:1].C(OC([N:9]1[CH2:18][CH2:17][C:16]2[C:11](=[C:12]([C:21]3[CH:26]=[CH:25][N+:24]([CH3:27])=[CH:23][CH:22]=3)[CH:13]=[CH:14][C:15]=2[O:19][CH3:20])[CH2:10]1)=O)(C)(C)C.[ClH:28]. Product: [ClH:28].[I-:1].[CH3:20][O:19][C:15]1[CH:14]=[CH:13][C:12]([C:21]2[CH:26]=[CH:25][N+:24]([CH3:27])=[CH:23][CH:22]=2)=[C:11]2[C:16]=1[CH2:17][CH2:18][NH:9][CH2:10]2. The catalyst class is: 2. (7) Reactant: [CH:1]1[CH:6]=[N:5][CH:4]=[C:3]2[CH2:7][O:8][C:9]3[CH:10]=[C:11]([NH:15][C:16](=[O:21])[CH2:17][CH2:18][CH2:19][CH3:20])[CH:12]=[CH:13][C:14]=3[C:2]=12.[Br:22]N1C(=O)CCC1=O. Product: [Br:22][C:12]1[C:11]([NH:15][C:16](=[O:21])[CH2:17][CH2:18][CH2:19][CH3:20])=[CH:10][C:9]2[O:8][CH2:7][C:3]3[C:2]([C:14]=2[CH:13]=1)=[CH:1][CH:6]=[N:5][CH:4]=3. The catalyst class is: 10.